Dataset: Full USPTO retrosynthesis dataset with 1.9M reactions from patents (1976-2016). Task: Predict the reactants needed to synthesize the given product. (1) Given the product [CH2:23]([N:25]([CH2:2][CH2:3][CH2:4][CH2:5][O:6][C:7]1[CH:8]=[CH:9][C:10]2[C:14]([C:15]3[CH:20]=[CH:19][C:18]([F:21])=[CH:17][CH:16]=3)=[CH:13][S:12][C:11]=2[CH:22]=1)[CH2:26][CH2:27][OH:28])[CH3:24], predict the reactants needed to synthesize it. The reactants are: Br[CH2:2][CH2:3][CH2:4][CH2:5][O:6][C:7]1[CH:8]=[CH:9][C:10]2[C:14]([C:15]3[CH:20]=[CH:19][C:18]([F:21])=[CH:17][CH:16]=3)=[CH:13][S:12][C:11]=2[CH:22]=1.[CH2:23]([NH:25][CH2:26][CH2:27][OH:28])[CH3:24]. (2) Given the product [CH3:10][O:9][C:8]1[C:3]2[O:2][C:12]3[C:11]([C:4]=2[CH:5]=[CH:6][CH:7]=1)=[CH:16][CH:15]=[C:14]([CH3:17])[N:13]=3, predict the reactants needed to synthesize it. The reactants are: C[O:2][C:3]1[C:8]([O:9][CH3:10])=[CH:7][CH:6]=[CH:5][C:4]=1[C:11]1[C:12](N)=[N:13][C:14]([CH3:17])=[CH:15][CH:16]=1.C(ON=O)(C)(C)C. (3) Given the product [CH3:10][C:11]1[C:12]([N:17]([CH2:40][O:41][CH2:42][CH2:43][O:44][CH3:45])[S:18]([C:21]2[S:22][C:23]([CH3:39])=[CH:24][C:25]=2[C:26]2[CH:31]=[CH:30][C:29]([CH2:32][O:33][S:47]([CH3:46])(=[O:49])=[O:48])=[CH:28][C:27]=2[O:34][CH2:35][CH:36]([CH3:38])[CH3:37])(=[O:20])=[O:19])=[N:13][O:14][C:15]=1[CH3:16], predict the reactants needed to synthesize it. The reactants are: C(N(C(C)C)C(C)C)C.[CH3:10][C:11]1[C:12]([N:17]([CH2:40][O:41][CH2:42][CH2:43][O:44][CH3:45])[S:18]([C:21]2[S:22][C:23]([CH3:39])=[CH:24][C:25]=2[C:26]2[CH:31]=[CH:30][C:29]([CH2:32][OH:33])=[CH:28][C:27]=2[O:34][CH2:35][CH:36]([CH3:38])[CH3:37])(=[O:20])=[O:19])=[N:13][O:14][C:15]=1[CH3:16].[CH3:46][S:47](Cl)(=[O:49])=[O:48]. (4) Given the product [OH:16][B:15]1[CH:14]([NH:28][C:29](=[O:42])[CH2:30][N:31]2[CH2:32][CH2:33][N:34]([C:37]3[S:38][CH:39]=[CH:40][N:41]=3)[CH2:35][CH2:36]2)[CH2:13][C:9]2[CH:10]=[CH:11][CH:12]=[C:7]([C:6]([OH:5])=[O:45])[C:8]=2[O:23]1, predict the reactants needed to synthesize it. The reactants are: C([O:5][C:6](=[O:45])[C:7]1[CH:12]=[CH:11][CH:10]=[C:9]([CH2:13][CH:14]([NH:28][C:29](=[O:42])[CH2:30][N:31]2[CH2:36][CH2:35][N:34]([C:37]3[S:38][CH:39]=[CH:40][N:41]=3)[CH2:33][CH2:32]2)[B:15]2[O:23]C3C(C)(C4CC(C3)C4(C)C)[O:16]2)[C:8]=1OC)(C)(C)C.B(Cl)(Cl)Cl. (5) Given the product [C:37]([NH:1][C@@H:2]1[CH2:3][CH2:4][C@H:5]([NH:8][C:9]([C:11]2[C:15]3[N:16]=[CH:17][N:18]=[C:19]([C:20]4[C:28]5[O:27][CH2:26][O:25][C:24]=5[CH:23]=[CH:22][C:21]=4[O:29][CH2:30][CH2:31][O:32][CH3:33])[C:14]=3[NH:13][CH:12]=2)=[O:10])[CH2:6][CH2:7]1)(=[O:38])[CH3:34], predict the reactants needed to synthesize it. The reactants are: [NH2:1][C@@H:2]1[CH2:7][CH2:6][C@H:5]([NH:8][C:9]([C:11]2[C:15]3[N:16]=[CH:17][N:18]=[C:19]([C:20]4[C:28]5[O:27][CH2:26][O:25][C:24]=5[CH:23]=[CH:22][C:21]=4[O:29][CH2:30][CH2:31][O:32][CH3:33])[C:14]=3[NH:13][CH:12]=2)=[O:10])[CH2:4][CH2:3]1.[CH:34]1([C:37](Cl)=[O:38])CC1. (6) Given the product [CH:9]1[C:10]2[C:5](=[CH:4][CH:3]=[CH:12][CH:11]=2)[CH:6]=[CH:7][N:8]=1, predict the reactants needed to synthesize it. The reactants are: CO[C:3]1[CH:4]=[C:5]2[C:10](=[CH:11][CH:12]=1)[C:9](=O)[NH:8][CH:7]=[CH:6]2. (7) Given the product [Br:1][C:2]1[CH:8]=[C:7]([F:9])[C:6]([F:10])=[CH:5][C:3]=1[NH:4][C:11](=[O:12])[O:13][C:14]([CH3:17])([CH3:16])[CH3:15], predict the reactants needed to synthesize it. The reactants are: [Br:1][C:2]1[CH:8]=[C:7]([F:9])[C:6]([F:10])=[CH:5][C:3]=1[NH2:4].[C:11](O[C:11]([O:13][C:14]([CH3:17])([CH3:16])[CH3:15])=[O:12])([O:13][C:14]([CH3:17])([CH3:16])[CH3:15])=[O:12].